Dataset: Reaction yield outcomes from USPTO patents with 853,638 reactions. Task: Predict the reaction yield, written as a fraction of the theoretical maximum amount of product (1.0 means a 100% yield; for example, 0.34 means a 34% yield). (1) The reactants are [CH3:1][S:2](Cl)(=[O:4])=[O:3].CCN(C(C)C)C(C)C.[CH:15]12[CH2:24][CH:19]3[CH2:20][CH:21]([CH2:23][CH:17]([CH2:18]3)[CH:16]1[NH:25][C:26]([N:28]1[CH2:33][CH2:32][C:31]3([C:42]4[C:37](=[CH:38][CH:39]=[CH:40][CH:41]=4)[CH2:36][NH:35][CH2:34]3)[CH2:30][CH2:29]1)=[O:27])[CH2:22]2.Cl. The catalyst is C(Cl)Cl. The product is [CH:15]12[CH2:24][CH:19]3[CH2:20][CH:21]([CH2:23][CH:17]([CH2:18]3)[CH:16]1[NH:25][C:26]([N:28]1[CH2:33][CH2:32][C:31]3([C:42]4[C:37](=[CH:38][CH:39]=[CH:40][CH:41]=4)[CH2:36][N:35]([S:2]([CH3:1])(=[O:4])=[O:3])[CH2:34]3)[CH2:30][CH2:29]1)=[O:27])[CH2:22]2. The yield is 0.330. (2) The reactants are [C:1]([C:3]1[CH:4]=[C:5]([CH:9]=[CH:10][CH:11]=1)[C:6]([OH:8])=O)#[CH:2].[CH3:12][N:13]1[C:17]([NH2:18])=[CH:16][C:15]([CH3:19])=[N:14]1.F[P-](F)(F)(F)(F)F.N1(O[P+](N(C)C)(N(C)C)N(C)C)C2C=CC=CC=2N=N1.CCN(C(C)C)C(C)C. The catalyst is CN(C=O)C.CCOC(C)=O. The product is [CH3:12][N:13]1[C:17]([NH:18][C:6](=[O:8])[C:5]2[CH:9]=[CH:10][CH:11]=[C:3]([C:1]#[CH:2])[CH:4]=2)=[CH:16][C:15]([CH3:19])=[N:14]1. The yield is 0.780.